Predict the product of the given reaction. From a dataset of Forward reaction prediction with 1.9M reactions from USPTO patents (1976-2016). (1) Given the reactants Cl[C:2]1[CH:3]=[N:4][CH:5]=[C:6]([Cl:22])[C:7]=1[N:8]1[CH2:11][CH:10]([C:12]2[NH:16][C:15]3[CH:17]=[CH:18][C:19]([CH3:21])=[CH:20][C:14]=3[N:13]=2)[CH2:9]1.[C:23]1(B(O)O)[CH:28]=[CH:27][CH:26]=[CH:25][CH:24]=1.C([O-])([O-])=O.[K+].[K+], predict the reaction product. The product is: [Cl:22][C:6]1[CH:5]=[N:4][CH:3]=[C:2]([C:23]2[CH:28]=[CH:27][CH:26]=[CH:25][CH:24]=2)[C:7]=1[N:8]1[CH2:11][CH:10]([C:12]2[NH:16][C:15]3[CH:17]=[CH:18][C:19]([CH3:21])=[CH:20][C:14]=3[N:13]=2)[CH2:9]1. (2) Given the reactants [F:1][C@@H:2]1[C@H:8]([NH:9]C(=O)OC(C)(C)C)[CH2:7][CH2:6][C@@H:5]([C:17]2[N:21]([CH3:22])[N:20]=[CH:19][C:18]=2[N+:23]([O-])=O)[O:4][CH2:3]1.[F:26][C:27]1[CH:32]=[CH:31][CH:30]=[C:29]([F:33])[C:28]=1[C:34]1[S:35][CH:36]=[C:37]([C:39](O)=[O:40])[N:38]=1, predict the reaction product. The product is: [NH2:9][C@H:8]1[C@@H:2]([F:1])[CH2:3][O:4][C@H:5]([C:17]2[N:21]([CH3:22])[N:20]=[CH:19][C:18]=2[NH:23][C:39]([C:37]2[N:38]=[C:34]([C:28]3[C:27]([F:26])=[CH:32][CH:31]=[CH:30][C:29]=3[F:33])[S:35][CH:36]=2)=[O:40])[CH2:6][CH2:7]1. (3) Given the reactants CC[N:3](C(C)C)[CH:4]([CH3:6])[CH3:5].[NH2:10][C:11]1[S:12][CH:13]=[C:14]2[C:19]=1[C:18](=[O:20])[N:17]([C:21]1[CH:26]=[CH:25][C:24]([Cl:27])=[CH:23][CH:22]=1)[N:16]=[C:15]2[C:28](O)=[O:29].C(N)(C)C.CN([P+](ON1N=NC2C=CC=CC1=2)(N(C)C)N(C)C)C.F[P-](F)(F)(F)(F)F, predict the reaction product. The product is: [NH2:10][C:11]1[S:12][CH:13]=[C:14]2[C:19]=1[C:18](=[O:20])[N:17]([C:21]1[CH:22]=[CH:23][C:24]([Cl:27])=[CH:25][CH:26]=1)[N:16]=[C:15]2[C:28]([NH:3][CH:4]([CH3:6])[CH3:5])=[O:29]. (4) Given the reactants [CH3:1][C:2]1[C:32]([CH3:33])=[CH:31][CH:30]=[CH:29][C:3]=1[NH:4][C:5](=[O:28])[CH2:6][N:7]1[C:15]2[CH:14]=[CH:13][CH:12]=[CH:11][C:10]=2[C:9]2[CH2:16][CH2:17][N:18](C(OC(C)(C)C)=O)[CH2:19][CH2:20][C:8]1=2.FC(F)(F)C(O)=O.C(Cl)[Cl:42], predict the reaction product. The product is: [ClH:42].[CH3:1][C:2]1[C:32]([CH3:33])=[CH:31][CH:30]=[CH:29][C:3]=1[NH:4][C:5](=[O:28])[CH2:6][N:7]1[C:15]2[CH:14]=[CH:13][CH:12]=[CH:11][C:10]=2[C:9]2[CH2:16][CH2:17][NH:18][CH2:19][CH2:20][C:8]1=2.